This data is from Catalyst prediction with 721,799 reactions and 888 catalyst types from USPTO. The task is: Predict which catalyst facilitates the given reaction. (1) Product: [CH3:15][S:16]([NH:1][C:2]1[CH:7]=[CH:6][N:5]=[CH:4][CH:3]=1)(=[O:18])=[O:17]. The catalyst class is: 9. Reactant: [NH2:1][C:2]1[CH:7]=[CH:6][N:5]=[CH:4][CH:3]=1.C(N(CC)CC)C.[CH3:15][S:16](Cl)(=[O:18])=[O:17]. (2) Reactant: C1(S([N:10]2[C:14]3=[N:15][CH:16]=[C:17]([F:19])[CH:18]=[C:13]3[CH:12]=[C:11]2[C:20]([C:27]2[CH:39]=[CH:38][C:30]([C:31]([NH:33][C:34]([CH3:37])([CH3:36])[CH3:35])=[O:32])=[CH:29][CH:28]=2)=[CH:21][CH:22]2[CH2:26][CH2:25][CH2:24][CH2:23]2)(=O)=O)C=CC=CC=1.[F-].C([N+](CCCC)(CCCC)CCCC)CCC. Product: [C:34]([NH:33][C:31](=[O:32])[C:30]1[CH:29]=[CH:28][C:27]([C:20]([C:11]2[NH:10][C:14]3=[N:15][CH:16]=[C:17]([F:19])[CH:18]=[C:13]3[CH:12]=2)=[CH:21][CH:22]2[CH2:23][CH2:24][CH2:25][CH2:26]2)=[CH:39][CH:38]=1)([CH3:37])([CH3:35])[CH3:36]. The catalyst class is: 54.